This data is from Forward reaction prediction with 1.9M reactions from USPTO patents (1976-2016). The task is: Predict the product of the given reaction. Given the reactants [CH2:1]([C:4]1[C:5]([OH:13])=[CH:6][CH:7]=[C:8]2[C:12]=1[NH:11][N:10]=[CH:9]2)[CH:2]=[CH2:3].C(N(CC)CC)C.[C:21](Cl)(=[O:23])[CH3:22], predict the reaction product. The product is: [CH2:1]([C:4]1[C:5]([O:13][C:21](=[O:23])[CH3:22])=[CH:6][CH:7]=[C:8]2[C:12]=1[NH:11][N:10]=[CH:9]2)[CH:2]=[CH2:3].